Dataset: Peptide-MHC class II binding affinity with 134,281 pairs from IEDB. Task: Regression. Given a peptide amino acid sequence and an MHC pseudo amino acid sequence, predict their binding affinity value. This is MHC class II binding data. (1) The peptide sequence is VSAIVGAAASVFVCL. The MHC is DRB1_0401 with pseudo-sequence DRB1_0401. The binding affinity (normalized) is 0.163. (2) The peptide sequence is QLVMKANNSVIMNGA. The MHC is DRB1_0701 with pseudo-sequence DRB1_0701. The binding affinity (normalized) is 0.450.